The task is: Predict the product of the given reaction.. This data is from Forward reaction prediction with 1.9M reactions from USPTO patents (1976-2016). (1) Given the reactants [F:1][C:2]1[CH:3]=[C:4]([C@H:8]2[CH2:12][C@H:11]([OH:13])[CH2:10][N:9]2[C:14]2[CH:19]=[CH:18][N:17]3[N:20]=[CH:21][C:22]([C:23]([OH:25])=O)=[C:16]3[N:15]=2)[CH:5]=[CH:6][CH:7]=1.[CH3:26][NH2:27], predict the reaction product. The product is: [F:1][C:2]1[CH:3]=[C:4]([C@H:8]2[CH2:12][C@H:11]([OH:13])[CH2:10][N:9]2[C:14]2[CH:19]=[CH:18][N:17]3[N:20]=[CH:21][C:22]([C:23]([NH:27][CH3:26])=[O:25])=[C:16]3[N:15]=2)[CH:5]=[CH:6][CH:7]=1. (2) Given the reactants Cl.[CH2:2]([O:6][NH2:7])[CH:3]([CH3:5])[CH3:4].[NH2:8][C:9]1[CH:14]=[C:13]([C:15]2[CH:20]=[CH:19][C:18]([Cl:21])=[C:17]([O:22][CH3:23])[C:16]=2[F:24])[N:12]=[C:11]([C:25](O)=[O:26])[C:10]=1[Cl:28].Cl.C(N=C=NCCCN(C)C)C.C(O)(=O)C, predict the reaction product. The product is: [NH2:8][C:9]1[CH:14]=[C:13]([C:15]2[CH:20]=[CH:19][C:18]([Cl:21])=[C:17]([O:22][CH3:23])[C:16]=2[F:24])[N:12]=[C:11]([C:25]([NH:7][O:6][CH2:2][CH:3]([CH3:5])[CH3:4])=[O:26])[C:10]=1[Cl:28]. (3) The product is: [C:1]1([C:7]2[CH:11]=[CH:10][O:9][C:8]=2[CH2:12][NH2:16])[CH:6]=[CH:5][CH:4]=[CH:3][CH:2]=1. Given the reactants [C:1]1([C:7]2[CH:11]=[CH:10][O:9][C:8]=2[CH:12]=O)[CH:6]=[CH:5][CH:4]=[CH:3][CH:2]=1.[BH3-]C#[N:16].[Na+], predict the reaction product. (4) Given the reactants [O:1]=[C:2]1[CH2:6][CH2:5][N:4]([C:7]([O:9][CH2:10][C:11]2[CH:16]=[CH:15][CH:14]=[CH:13][CH:12]=2)=[O:8])[CH2:3]1.Br[CH2:18][CH:19]=[C:20]([CH3:22])[CH3:21].O1CCCC1, predict the reaction product. The product is: [CH3:21][C:20]([C:2]1([OH:1])[CH2:6][CH2:5][N:4]([C:7]([O:9][CH2:10][C:11]2[CH:16]=[CH:15][CH:14]=[CH:13][CH:12]=2)=[O:8])[CH2:3]1)([CH3:22])[CH:19]=[CH2:18].